This data is from Forward reaction prediction with 1.9M reactions from USPTO patents (1976-2016). The task is: Predict the product of the given reaction. (1) The product is: [C:18]([O:22][C:23](=[O:28])[NH:24][CH2:25][CH2:26][NH:1][C@H:2]([C:3](=[O:4])[NH:5][C:6]1[S:7][CH:8]=[CH:9][N:10]=1)[CH2:11][CH:12]1[CH2:17][CH2:16][CH2:15][CH2:14][CH2:13]1)([CH3:21])([CH3:20])[CH3:19]. Given the reactants [NH2:1][C@@H:2]([CH2:11][CH:12]1[CH2:17][CH2:16][CH2:15][CH2:14][CH2:13]1)[C:3]([NH:5][C:6]1[S:7][CH:8]=[CH:9][N:10]=1)=[O:4].[C:18]([O:22][C:23](=[O:28])[NH:24][CH2:25][CH:26]=O)([CH3:21])([CH3:20])[CH3:19].[BH-](OC(C)=O)(OC(C)=O)OC(C)=O.[Na+], predict the reaction product. (2) The product is: [ClH:19].[OH:18][CH2:17][C@@H:4]1[NH:5][CH2:6][C@H:2]([OH:1])[CH2:3]1. Given the reactants [OH:1][C@H:2]1[CH2:6][N:5](C(OCC2C=CC=CC=2)=O)[C@@H:4]([CH2:17][OH:18])[CH2:3]1.[ClH:19].O1CCOCC1.CO, predict the reaction product.